Dataset: Full USPTO retrosynthesis dataset with 1.9M reactions from patents (1976-2016). Task: Predict the reactants needed to synthesize the given product. (1) Given the product [CH:1]([F:4])([F:3])[F:2].[C:5]([F:9])([F:8])([F:7])[F:6], predict the reactants needed to synthesize it. The reactants are: [CH:1]([F:4])([F:3])[F:2].[C:5]([F:9])([F:8])([F:7])[F:6]. (2) Given the product [Cl:23][C:24]1[N:29]=[C:28]([CH2:30][C:15]([C:14]2[CH:13]=[C:12]([NH:11][C:9](=[O:10])[C:3]3[C:4]([F:8])=[CH:5][CH:6]=[CH:7][C:2]=3[F:1])[CH:22]=[CH:21][CH:20]=2)=[O:17])[CH:27]=[CH:26][N:25]=1, predict the reactants needed to synthesize it. The reactants are: [F:1][C:2]1[CH:7]=[CH:6][CH:5]=[C:4]([F:8])[C:3]=1[C:9]([NH:11][C:12]1[CH:13]=[C:14]([CH:20]=[CH:21][CH:22]=1)[C:15]([O:17]CC)=O)=[O:10].[Cl:23][C:24]1[N:29]=[C:28]([CH3:30])[CH:27]=[CH:26][N:25]=1.[Li+].C[Si]([N-][Si](C)(C)C)(C)C. (3) The reactants are: [CH3:1][O:2][C:3]1[CH:8]=[CH:7][C:6]([C:9]([OH:12])([CH3:11])[CH3:10])=[CH:5][CH:4]=1.C(O)(C)(C)C.[Li].N. Given the product [CH3:1][O:2][C:3]1[CH2:8][CH:7]=[C:6]([C:9]([OH:12])([CH3:10])[CH3:11])[CH2:5][CH:4]=1, predict the reactants needed to synthesize it. (4) Given the product [Br:1][C:2]1[C:3]2[CH:12]=[C:11]([CH3:13])[O:10][C:4]=2[C:5](=[O:8])[NH:6][CH:7]=1, predict the reactants needed to synthesize it. The reactants are: [Br:1][C:2]1[CH:7]=[N:6][C:5]([O:8]C)=[C:4]2[O:10][C:11]([CH3:13])=[CH:12][C:3]=12.B(Br)(Br)Br. (5) The reactants are: [NH:1]1[C:10]2[C:5](=[CH:6][CH:7]=[CH:8][CH:9]=2)[CH2:4][CH2:3][CH2:2]1.[N:11]([C:14]1[CH:22]=[CH:21][C:17]([C:18](O)=[O:19])=[CH:16][CH:15]=1)=[N+:12]=[N-:13].Cl.CN(C)CCCN=C=NCC. Given the product [N:11]([C:14]1[CH:15]=[CH:16][C:17]([C:18]([N:1]2[C:10]3[C:5](=[CH:6][CH:7]=[CH:8][CH:9]=3)[CH2:4][CH2:3][CH2:2]2)=[O:19])=[CH:21][CH:22]=1)=[N+:12]=[N-:13], predict the reactants needed to synthesize it.